Dataset: Full USPTO retrosynthesis dataset with 1.9M reactions from patents (1976-2016). Task: Predict the reactants needed to synthesize the given product. (1) Given the product [ClH:12].[CH3:1][C:2]1[O:3][CH:4]=[CH:5][C:6]=1[C:7]1[CH:8]=[C:9]([NH2:10])[N:19]([C:16]2[CH:17]=[CH:18][C:13]([CH3:21])=[CH:14][CH:15]=2)[N:20]=1, predict the reactants needed to synthesize it. The reactants are: [CH3:1][C:2]1[O:3][CH:4]=[CH:5][C:6]=1[C:7](=O)[CH2:8][C:9]#[N:10].[ClH:12].[C:13]1([CH3:21])[CH:18]=[CH:17][C:16]([NH:19][NH2:20])=[CH:15][CH:14]=1. (2) The reactants are: [Br:1][C:2]1[CH:3]=[N:4][CH:5]=[CH:6][C:7]=1[O:8][CH:9]1[CH2:14][CH2:13][C:12]2([CH2:19][CH2:18][CH2:17][CH2:16][CH2:15]2)[CH2:11][CH2:10]1.ClC1C=CC=C(C(OO)=[O:28])C=1. Given the product [Br:1][C:2]1[CH:3]=[N+:4]([O-:28])[CH:5]=[CH:6][C:7]=1[O:8][CH:9]1[CH2:10][CH2:11][C:12]2([CH2:15][CH2:16][CH2:17][CH2:18][CH2:19]2)[CH2:13][CH2:14]1, predict the reactants needed to synthesize it. (3) Given the product [C:51]1([C:21]2([C:16]3[CH:15]=[CH:20][CH:19]=[CH:18][CH:17]=3)[C:41]3[CH:42]=[CH:43][CH:44]=[CH:39][C:40]=3[CH:37]2[NH2:29])[CH:56]=[CH:55][CH:54]=[CH:53][CH:52]=1, predict the reactants needed to synthesize it. The reactants are: [C:16]1([CH3:21])[CH:17]=[CH:18][CH:19]=[CH:20][C:15]=1P([C:15]1[CH:20]=[CH:19][CH:18]=[CH:17][C:16]=1[CH3:21])[C:15]1[CH:20]=[CH:19][CH:18]=[CH:17][C:16]=1[CH3:21].C1([NH:29]C2C=CC=CC=2)C=CC=CC=1.Br[CH:37]1[C:40]2[CH:41]=[CH:42][CH:43]=[CH:44][C:39]=2C1.CC(C)([O-])C.[Na+].[C:51]1(C)[CH:56]=[CH:55][CH:54]=[CH:53][CH:52]=1.